From a dataset of Reaction yield outcomes from USPTO patents with 853,638 reactions. Predict the reaction yield, written as a fraction of the theoretical maximum amount of product (1.0 means a 100% yield; for example, 0.34 means a 34% yield). The reactants are [N:1]1[C:6]2[NH:7][CH:8]=[CH:9][C:5]=2[C:4]([C:10]2[CH:11]=[N:12][N:13]([C:15]3([CH2:25][C:26]#[N:27])[CH2:18][N:17]([S:19]([CH:22]4[CH2:24][CH2:23]4)(=[O:21])=[O:20])[CH2:16]3)[CH:14]=2)=[N:3][CH:2]=1.C(#N)C.[P:31](=[O:35])([OH:34])([OH:33])[OH:32].C(O)C.P(=O)(O)(O)O. The catalyst is C(O)C. The product is [P:31]([OH:35])([OH:34])([OH:33])=[O:32].[N:1]1[C:6]2[NH:7][CH:8]=[CH:9][C:5]=2[C:4]([C:10]2[CH:11]=[N:12][N:13]([C:15]3([CH2:25][C:26]#[N:27])[CH2:16][N:17]([S:19]([CH:22]4[CH2:23][CH2:24]4)(=[O:20])=[O:21])[CH2:18]3)[CH:14]=2)=[N:3][CH:2]=1. The yield is 0.845.